From a dataset of Peptide-MHC class II binding affinity with 134,281 pairs from IEDB. Regression. Given a peptide amino acid sequence and an MHC pseudo amino acid sequence, predict their binding affinity value. This is MHC class II binding data. (1) The peptide sequence is LMMLVSVAGRV. The MHC is DRB1_0901 with pseudo-sequence DRB1_0901. The binding affinity (normalized) is 0.763. (2) The peptide sequence is SHIQSAVVCGRRHGV. The MHC is HLA-DQA10501-DQB10301 with pseudo-sequence HLA-DQA10501-DQB10301. The binding affinity (normalized) is 0.557.